Regression. Given two drug SMILES strings and cell line genomic features, predict the synergy score measuring deviation from expected non-interaction effect. From a dataset of NCI-60 drug combinations with 297,098 pairs across 59 cell lines. (1) Drug 1: C1CC(=O)NC(=O)C1N2CC3=C(C2=O)C=CC=C3N. Drug 2: C#CCC(CC1=CN=C2C(=N1)C(=NC(=N2)N)N)C3=CC=C(C=C3)C(=O)NC(CCC(=O)O)C(=O)O. Cell line: U251. Synergy scores: CSS=7.32, Synergy_ZIP=-4.71, Synergy_Bliss=-2.22, Synergy_Loewe=-0.567, Synergy_HSA=0.141. (2) Drug 1: CC1C(C(CC(O1)OC2CC(OC(C2O)C)OC3=CC4=CC5=C(C(=O)C(C(C5)C(C(=O)C(C(C)O)O)OC)OC6CC(C(C(O6)C)O)OC7CC(C(C(O7)C)O)OC8CC(C(C(O8)C)O)(C)O)C(=C4C(=C3C)O)O)O)O. Synergy scores: CSS=70.1, Synergy_ZIP=-3.96, Synergy_Bliss=-6.17, Synergy_Loewe=-2.62, Synergy_HSA=-3.66. Drug 2: CC1=C(N=C(N=C1N)C(CC(=O)N)NCC(C(=O)N)N)C(=O)NC(C(C2=CN=CN2)OC3C(C(C(C(O3)CO)O)O)OC4C(C(C(C(O4)CO)O)OC(=O)N)O)C(=O)NC(C)C(C(C)C(=O)NC(C(C)O)C(=O)NCCC5=NC(=CS5)C6=NC(=CS6)C(=O)NCCC[S+](C)C)O. Cell line: K-562. (3) Drug 1: CC1CCC2CC(C(=CC=CC=CC(CC(C(=O)C(C(C(=CC(C(=O)CC(OC(=O)C3CCCCN3C(=O)C(=O)C1(O2)O)C(C)CC4CCC(C(C4)OC)O)C)C)O)OC)C)C)C)OC. Drug 2: C1CN(P(=O)(OC1)NCCCl)CCCl. Cell line: NCI-H460. Synergy scores: CSS=6.23, Synergy_ZIP=-0.596, Synergy_Bliss=0.527, Synergy_Loewe=-23.5, Synergy_HSA=-0.567. (4) Drug 1: CC1=CC2C(CCC3(C2CCC3(C(=O)C)OC(=O)C)C)C4(C1=CC(=O)CC4)C. Drug 2: CN(CCCl)CCCl.Cl. Cell line: SF-295. Synergy scores: CSS=4.66, Synergy_ZIP=-1.56, Synergy_Bliss=-0.132, Synergy_Loewe=-11.2, Synergy_HSA=-2.83. (5) Synergy scores: CSS=9.64, Synergy_ZIP=-3.73, Synergy_Bliss=-0.855, Synergy_Loewe=-9.57, Synergy_HSA=-1.61. Cell line: HCT-15. Drug 2: CC1=CC=C(C=C1)C2=CC(=NN2C3=CC=C(C=C3)S(=O)(=O)N)C(F)(F)F. Drug 1: CC1C(C(CC(O1)OC2CC(CC3=C2C(=C4C(=C3O)C(=O)C5=C(C4=O)C(=CC=C5)OC)O)(C(=O)C)O)N)O.Cl. (6) Drug 1: CCCCC(=O)OCC(=O)C1(CC(C2=C(C1)C(=C3C(=C2O)C(=O)C4=C(C3=O)C=CC=C4OC)O)OC5CC(C(C(O5)C)O)NC(=O)C(F)(F)F)O. Drug 2: CN(CCCl)CCCl.Cl. Cell line: PC-3. Synergy scores: CSS=16.2, Synergy_ZIP=0.443, Synergy_Bliss=0.804, Synergy_Loewe=-8.12, Synergy_HSA=1.44. (7) Drug 1: C1=NC2=C(N=C(N=C2N1C3C(C(C(O3)CO)O)F)Cl)N. Drug 2: COC1=C2C(=CC3=C1OC=C3)C=CC(=O)O2. Cell line: NCI-H322M. Synergy scores: CSS=-1.15, Synergy_ZIP=0.983, Synergy_Bliss=-0.119, Synergy_Loewe=-0.512, Synergy_HSA=-2.66.